Task: Predict the reaction yield, written as a fraction of the theoretical maximum amount of product (1.0 means a 100% yield; for example, 0.34 means a 34% yield).. Dataset: Reaction yield outcomes from USPTO patents with 853,638 reactions (1) The reactants are Br[C:2]1[N:7]=[N:6][C:5]([NH2:8])=[N:4][C:3]=1[C:9]1[CH:14]=[CH:13][CH:12]=[CH:11][CH:10]=1.[F:15][C:16]1[CH:17]=[C:18]([OH:23])[CH:19]=[C:20]([F:22])[CH:21]=1. No catalyst specified. The product is [F:15][C:16]1[CH:17]=[C:18]([CH:19]=[C:20]([F:22])[CH:21]=1)[O:23][C:2]1[N:7]=[N:6][C:5]([NH2:8])=[N:4][C:3]=1[C:9]1[CH:14]=[CH:13][CH:12]=[CH:11][CH:10]=1. The yield is 0.170. (2) The reactants are [CH3:1][C:2]1[NH:6][N:5]=[C:4]([NH2:7])[CH:3]=1.Br[C:9]1[C:10](=[O:17])[N:11]([CH3:16])[CH:12]=[C:13]([Br:15])[CH:14]=1.C(=O)([O-])[O-].[Cs+].[Cs+].CC1(C)C2C(=C(P(C3C=CC=CC=3)C3C=CC=CC=3)C=CC=2)OC2C(P(C3C=CC=CC=3)C3C=CC=CC=3)=CC=CC1=2. The catalyst is C1C=CC(/C=C/C(/C=C/C2C=CC=CC=2)=O)=CC=1.C1C=CC(/C=C/C(/C=C/C2C=CC=CC=2)=O)=CC=1.C1C=CC(/C=C/C(/C=C/C2C=CC=CC=2)=O)=CC=1.[Pd].[Pd].O1CCOCC1. The product is [Br:15][C:13]1[CH:14]=[C:9]([NH:7][C:4]2[CH:3]=[C:2]([CH3:1])[NH:6][N:5]=2)[C:10](=[O:17])[N:11]([CH3:16])[CH:12]=1. The yield is 0.350.